From a dataset of Full USPTO retrosynthesis dataset with 1.9M reactions from patents (1976-2016). Predict the reactants needed to synthesize the given product. (1) Given the product [F:37][C:17]1[CH:18]=[C:19]([CH:35]=[CH:36][C:16]=1[NH:15][C:12]([NH:13][C:8](=[O:9])[CH2:7][C:1]1[CH:6]=[CH:5][CH:4]=[CH:3][CH:2]=1)=[S:11])[O:20][C:21]1[CH:26]=[CH:25][N:24]=[C:23]([NH:27][C:28]([N:30]2[CH2:34][CH2:33][CH2:32][CH2:31]2)=[O:29])[CH:22]=1, predict the reactants needed to synthesize it. The reactants are: [C:1]1([CH2:7][C:8](Cl)=[O:9])[CH:6]=[CH:5][CH:4]=[CH:3][CH:2]=1.[S-:11][C:12]#[N:13].[K+].[NH2:15][C:16]1[CH:36]=[CH:35][C:19]([O:20][C:21]2[CH:26]=[CH:25][N:24]=[C:23]([NH:27][C:28]([N:30]3[CH2:34][CH2:33][CH2:32][CH2:31]3)=[O:29])[CH:22]=2)=[CH:18][C:17]=1[F:37]. (2) Given the product [O:9]=[S:7]1(=[O:10])[CH2:8][C:4]2[CH:3]=[C:2]([NH:1][C:32]3[N:33]=[C:34]([O:47][C:48]4[CH:49]=[C:50]([NH:54][C:55](=[O:58])[CH:56]=[CH2:57])[CH:51]=[CH:52][CH:53]=4)[C:35]([O:60][CH3:59])=[CH:39][N:40]=3)[CH:12]=[CH:11][C:5]=2[NH:6]1, predict the reactants needed to synthesize it. The reactants are: [NH2:1][C:2]1[CH:12]=[CH:11][C:5]2[NH:6][S:7](=[O:10])(=[O:9])[CH2:8][C:4]=2[CH:3]=1.CS(CCN1CCN(C2C=CC(N[C:32]3[N:40]=[C:39]4[C:35](N=CN4C4CCCCO4)=[C:34]([O:47][C:48]4[CH:49]=[C:50]([NH:54][C:55](=[O:58])[CH:56]=[CH2:57])[CH:51]=[CH:52][CH:53]=4)[N:33]=3)=CC=2)CC1)(=O)=O.[C:59]([O-])([O-])=[O:60].[K+].[K+].C1(P(C2CCCCC2)C2C=CC=CC=2C2C(C(C)C)=CC(C(C)C)=CC=2C(C)C)CCCCC1. (3) Given the product [C:28]([O:1][CH:2]([C:3]1[O:5][CH:6]=[C:7]([C:9]2[CH:14]=[CH:13][C:12]([CH2:15][CH2:16][CH2:17][CH2:18][CH2:19][CH2:20][CH2:21][CH2:22][CH2:23][CH2:24][CH2:25][CH3:26])=[CH:11][CH:10]=2)[N:32]=1)[CH3:27])(=[O:31])[CH3:29], predict the reactants needed to synthesize it. The reactants are: [OH:1][CH:2]([CH3:27])[C:3]([O:5][CH2:6][C:7]([C:9]1[CH:14]=[CH:13][C:12]([CH2:15][CH2:16][CH2:17][CH2:18][CH2:19][CH2:20][CH2:21][CH2:22][CH2:23][CH2:24][CH2:25][CH3:26])=[CH:11][CH:10]=1)=O)=O.[C:28]([O-:31])(=O)[CH3:29].[NH4+:32].